Dataset: Full USPTO retrosynthesis dataset with 1.9M reactions from patents (1976-2016). Task: Predict the reactants needed to synthesize the given product. (1) Given the product [C:1]([O:5][C:6]([N:8]1[CH2:9][CH2:10][N:11]([C:14]2[C:19]([CH2:20][O:21][C:22]3[CH:27]=[CH:26][CH:25]=[CH:24][C:23]=3[C:28]([F:31])([F:29])[F:30])=[CH:18][C:17]([Br:32])=[CH:16][C:15]=2[NH:33][C:34]([C:37]2[C:46]3[C:41](=[CH:42][CH:43]=[CH:44][CH:45]=3)[CH:40]=[CH:39][N:38]=2)=[O:35])[CH2:12][CH2:13]1)=[O:7])([CH3:4])([CH3:2])[CH3:3], predict the reactants needed to synthesize it. The reactants are: [C:1]([O:5][C:6]([N:8]1[CH2:13][CH2:12][N:11]([C:14]2[C:19]([CH2:20][O:21][C:22]3[CH:27]=[CH:26][CH:25]=[CH:24][C:23]=3[C:28]([F:31])([F:30])[F:29])=[CH:18][C:17]([Br:32])=[CH:16][C:15]=2[NH2:33])[CH2:10][CH2:9]1)=[O:7])([CH3:4])([CH3:3])[CH3:2].[C:34]([C:37]1[C:46]2[C:41](=[CH:42][CH:43]=[CH:44][CH:45]=2)[CH:40]=[CH:39][N:38]=1)(O)=[O:35].C1CN([P+](ON2N=NC3C=CC=CC2=3)(N2CCCC2)N2CCCC2)CC1.F[P-](F)(F)(F)(F)F.CCN(C(C)C)C(C)C. (2) Given the product [Br:25][C:26]1[CH:32]=[CH:31][C:30]([Cl:33])=[CH:29][C:27]=1[NH:28][C:8](=[O:10])[CH:7]([C:5]1[O:4][N:3]=[C:2]([CH3:1])[CH:6]=1)[CH2:17][C:18]([O:20][C:21]([CH3:24])([CH3:23])[CH3:22])=[O:19], predict the reactants needed to synthesize it. The reactants are: [CH3:1][C:2]1[CH:6]=[C:5]([CH2:7][C:8]([OH:10])=O)[O:4][N:3]=1.[Li]CCCC.Br[CH2:17][C:18]([O:20][C:21]([CH3:24])([CH3:23])[CH3:22])=[O:19].[Br:25][C:26]1[CH:32]=[CH:31][C:30]([Cl:33])=[CH:29][C:27]=1[NH2:28].C(Cl)CCl.N1C2C(=NC=CC=2)N(O)N=1. (3) Given the product [Cl:22][C:23]1[CH:24]=[C:25]([CH:29]=[C:30]([O:32][CH3:33])[N:31]=1)[C:26]([NH:7][NH2:8])=[O:27], predict the reactants needed to synthesize it. The reactants are: C1C=CC2N(O)[N:8]=[N:7]C=2C=1.CCN=C=NCCCN(C)C.[Cl:22][C:23]1[CH:24]=[C:25]([CH:29]=[C:30]([O:32][CH3:33])[N:31]=1)[C:26](O)=[O:27].O.NN.C1CCCCC=1. (4) Given the product [CH:11]1([C:10]2[C:9]3[C:4](=[CH:5][C:6]([C:17]([O:19][C:20]([CH3:23])([CH3:22])[CH3:21])=[O:18])=[CH:7][CH:8]=3)[N:3]([CH3:24])[C:2]=2[C:27]2[CH:28]=[CH:29][CH:30]=[CH:31][C:26]=2[OH:25])[CH2:16][CH2:15][CH2:14][CH2:13][CH2:12]1, predict the reactants needed to synthesize it. The reactants are: Br[C:2]1[N:3]([CH3:24])[C:4]2[C:9]([C:10]=1[CH:11]1[CH2:16][CH2:15][CH2:14][CH2:13][CH2:12]1)=[CH:8][CH:7]=[C:6]([C:17]([O:19][C:20]([CH3:23])([CH3:22])[CH3:21])=[O:18])[CH:5]=2.[OH:25][C:26]1[CH:31]=[CH:30][CH:29]=[CH:28][C:27]=1B(O)O.C(=O)([O-])[O-].[K+].[K+].